Dataset: Forward reaction prediction with 1.9M reactions from USPTO patents (1976-2016). Task: Predict the product of the given reaction. (1) The product is: [F:1][C:2]1[C:11]2[C:6](=[CH:7][C:8]([C:12](=[O:15])[CH:13]=[CH2:14])=[CH:9][CH:10]=2)[CH:5]=[CH:4][CH:3]=1. Given the reactants [F:1][C:2]1[C:11]2[C:6](=[CH:7][CH:8]=[CH:9][CH:10]=2)[CH:5]=[CH:4][CH:3]=1.[C:12](Cl)(=[O:15])[CH:13]=[CH2:14].[Cl-].[Al+3].[Cl-].[Cl-], predict the reaction product. (2) Given the reactants [CH2:1]1[C:7]2[CH:8]=[CH:9][C:10]([OH:12])=[CH:11][C:6]=2[CH2:5][CH2:4][NH:3][CH2:2]1.C(N(CC)CC)C.[C:20]1(=O)[CH2:24][CH2:23][CH2:22][CH2:21]1.C(O[BH-](OC(=O)C)OC(=O)C)(=O)C.[Na+], predict the reaction product. The product is: [CH:20]1([N:3]2[CH2:2][CH2:1][C:7]3=[CH:8][CH:9]=[C:10]([OH:12])[CH2:11][C:6]3=[CH:5][CH2:4]2)[CH2:24][CH2:23][CH2:22][CH2:21]1. (3) Given the reactants Cl[C:2]1[N:7]=[C:6]([O:8][CH:9]([CH3:11])[CH3:10])[N:5]=[C:4]([NH:12][C:13]2[CH:18]=[CH:17][C:16]([N:19]3[CH:23]=[C:22]([CH3:24])[N:21]=[CH:20]3)=[C:15]([O:25][CH3:26])[CH:14]=2)[N:3]=1.[OH:27][C:28]1[CH:33]=[CH:32][CH:31]=[CH:30][C:29]=1[C:34]([F:37])([F:36])[F:35], predict the reaction product. The product is: [CH:9]([O:8][C:6]1[N:7]=[C:2]([O:27][C:28]2[CH:33]=[CH:32][CH:31]=[CH:30][C:29]=2[C:34]([F:35])([F:36])[F:37])[N:3]=[C:4]([NH:12][C:13]2[CH:18]=[CH:17][C:16]([N:19]3[CH:23]=[C:22]([CH3:24])[N:21]=[CH:20]3)=[C:15]([O:25][CH3:26])[CH:14]=2)[N:5]=1)([CH3:11])[CH3:10]. (4) Given the reactants C(OC([NH:8][CH2:9][CH2:10][CH2:11][N:12]1[C:16]2[CH:17]=[CH:18][C:19]([C:21]([OH:23])=O)=[CH:20][C:15]=2[N:14]=[CH:13]1)=O)(C)(C)C.[NH2:24][C:25]1[S:26][C:27]([S:30][CH2:31][CH3:32])=[N:28][N:29]=1, predict the reaction product. The product is: [CH2:31]([S:30][C:27]1[S:26][C:25]([NH:24][C:21]([C:19]2[CH:18]=[CH:17][C:16]3[N:12]([CH2:11][CH2:10][CH2:9][NH2:8])[CH:13]=[N:14][C:15]=3[CH:20]=2)=[O:23])=[N:29][N:28]=1)[CH3:32]. (5) The product is: [C:23]([N:20]1[CH2:19][CH2:18][N:17]([CH2:16][C:15](=[O:30])[C:7]2[S:8][CH:9]=[CH:10][N:11]=2)[CH2:22][CH2:21]1)([O:25][C:26]([CH3:29])([CH3:28])[CH3:27])=[O:24]. Given the reactants C([Li])CCC.Br[C:7]1[S:8][CH:9]=[CH:10][N:11]=1.CON(C)[C:15](=[O:30])[CH2:16][N:17]1[CH2:22][CH2:21][N:20]([C:23]([O:25][C:26]([CH3:29])([CH3:28])[CH3:27])=[O:24])[CH2:19][CH2:18]1.C(OCC)(=O)C, predict the reaction product. (6) Given the reactants [CH2:1]([O:8][C:9]1[C:14]([CH:15]=[O:16])=[C:13]([CH2:17][CH3:18])[CH:12]=[C:11]([CH3:19])[N:10]=1)[C:2]1[CH:7]=[CH:6][CH:5]=[CH:4][CH:3]=1.[BH4-].[Na+], predict the reaction product. The product is: [CH2:1]([O:8][C:9]1[C:14]([CH2:15][OH:16])=[C:13]([CH2:17][CH3:18])[CH:12]=[C:11]([CH3:19])[N:10]=1)[C:2]1[CH:3]=[CH:4][CH:5]=[CH:6][CH:7]=1.